Dataset: Full USPTO retrosynthesis dataset with 1.9M reactions from patents (1976-2016). Task: Predict the reactants needed to synthesize the given product. (1) Given the product [NH2:26][CH2:25][C:22]1[C:23]([NH2:24])=[N:7][C:6]([C:5]2[CH:4]=[C:3]([C:2]([F:16])([F:17])[F:1])[CH:11]=[C:10]([C:12]([F:15])([F:13])[F:14])[CH:9]=2)=[N:8][C:21]=1[C:20]1[CH:27]=[CH:28][C:29]([Cl:31])=[CH:30][C:19]=1[Cl:18], predict the reactants needed to synthesize it. The reactants are: [F:1][C:2]([F:17])([F:16])[C:3]1[CH:4]=[C:5]([CH:9]=[C:10]([C:12]([F:15])([F:14])[F:13])[CH:11]=1)[C:6]([NH2:8])=[NH:7].[Cl:18][C:19]1[CH:30]=[C:29]([Cl:31])[CH:28]=[CH:27][C:20]=1[CH:21]=[C:22]([C:25]#[N:26])[C:23]#[N:24]. (2) Given the product [F:41][C:42]1[CH:47]=[CH:46][C:45]([O:1][CH2:2][CH:3]2[CH2:21][N:7]3[CH2:8][CH2:9][N:10]([C:12]4[CH:17]=[CH:16][C:15]([F:18])=[CH:14][C:13]=4[C:19]#[N:20])[CH2:11][CH:6]3[CH2:5][CH2:4]2)=[CH:44][CH:43]=1, predict the reactants needed to synthesize it. The reactants are: [OH:1][CH2:2][CH:3]1[CH2:21][N:7]2[CH2:8][CH2:9][N:10]([C:12]3[CH:17]=[CH:16][C:15]([F:18])=[CH:14][C:13]=3[C:19]#[N:20])[CH2:11][CH:6]2[CH2:5][CH2:4]1.C1(P(C2C=CC=CC=2)C2C=CC=CC=2)C=CC=CC=1.[F:41][C:42]1[CH:47]=[CH:46][C:45](O)=[CH:44][CH:43]=1.N(C(OCC)=O)=NC(OCC)=O. (3) Given the product [Cl:1][C:2]1[CH:7]=[C:6]([C:18]2[CH:19]=[CH:20][CH:21]=[CH:22][C:17]=2[O:16][CH2:9][C:10]2[CH:11]=[CH:12][CH:13]=[CH:14][CH:15]=2)[N:5]=[CH:4][N:3]=1, predict the reactants needed to synthesize it. The reactants are: [Cl:1][C:2]1[CH:7]=[C:6](Cl)[N:5]=[CH:4][N:3]=1.[CH2:9]([O:16][C:17]1[CH:22]=[CH:21][CH:20]=[CH:19][C:18]=1B(O)O)[C:10]1[CH:15]=[CH:14][CH:13]=[CH:12][CH:11]=1.C(COC)OC.C([O-])(O)=O.[Na+]. (4) Given the product [NH:9]([CH2:3][C@H:2]([OH:1])[C:4]([O-:6])=[O:5])[NH2:10].[K+:7], predict the reactants needed to synthesize it. The reactants are: [O:1]1[CH2:3][C@H:2]1[C:4]([O-:6])=[O:5].[K+:7].O.[NH2:9][NH2:10]. (5) Given the product [C@H:1]1([NH:11][CH:12]=[O:13])[C:10]2[C:5](=[CH:6][CH:7]=[CH:8][CH:9]=2)[CH2:4][CH2:3][CH2:2]1, predict the reactants needed to synthesize it. The reactants are: [C@H:1]1([NH2:11])[C:10]2[C:5](=[CH:6][CH:7]=[CH:8][CH:9]=2)[CH2:4][CH2:3][CH2:2]1.[CH:12](OCC)=[O:13].